Task: Predict the reaction yield, written as a fraction of the theoretical maximum amount of product (1.0 means a 100% yield; for example, 0.34 means a 34% yield).. Dataset: Reaction yield outcomes from USPTO patents with 853,638 reactions (1) The reactants are [C:1]([C:4]1[CH:20]=[C:19](Br)[C:7]2[CH2:8][CH2:9][N:10]([C:13](=[O:18])[C:14]([F:17])([F:16])[F:15])[CH2:11][CH2:12][C:6]=2[C:5]=1[OH:22])(=[O:3])[CH3:2].C([O-])=O.[Na+]. The catalyst is CN(C=O)C.CCOC(C)=O.C1C=CC([P]([Pd]([P](C2C=CC=CC=2)(C2C=CC=CC=2)C2C=CC=CC=2)([P](C2C=CC=CC=2)(C2C=CC=CC=2)C2C=CC=CC=2)[P](C2C=CC=CC=2)(C2C=CC=CC=2)C2C=CC=CC=2)(C2C=CC=CC=2)C2C=CC=CC=2)=CC=1. The product is [C:1]([C:4]1[CH:20]=[CH:19][C:7]2[CH2:8][CH2:9][N:10]([C:13](=[O:18])[C:14]([F:17])([F:15])[F:16])[CH2:11][CH2:12][C:6]=2[C:5]=1[OH:22])(=[O:3])[CH3:2]. The yield is 0.680. (2) The reactants are [Br:1][C:2]1[CH:10]=[CH:9][C:5]([C:6](O)=[O:7])=[C:4]([O:11][CH3:12])[CH:3]=1.C(=O)([O-])[O-].[Na+].[Na+].S(Cl)([Cl:21])=O. No catalyst specified. The product is [Br:1][C:2]1[CH:10]=[CH:9][C:5]([C:6]([Cl:21])=[O:7])=[C:4]([O:11][CH3:12])[CH:3]=1. The yield is 1.00. (3) The reactants are [CH3:1][O:2][C:3]1[C:11]([N+:12]([O-:14])=[O:13])=[CH:10][C:6]([C:7]([OH:9])=[O:8])=[C:5]([CH3:15])[CH:4]=1.S(Cl)(Cl)=O.[CH3:20]O. No catalyst specified. The product is [CH3:1][O:2][C:3]1[C:11]([N+:12]([O-:14])=[O:13])=[CH:10][C:6]([C:7]([O:9][CH3:20])=[O:8])=[C:5]([CH3:15])[CH:4]=1. The yield is 0.890. (4) The reactants are [NH:1]1[CH2:6][CH2:5][NH:4][CH2:3][CH2:2]1.[C:7]([O:11][C:12](O[C:12]([O:11][C:7]([CH3:10])([CH3:9])[CH3:8])=[O:13])=[O:13])([CH3:10])([CH3:9])[CH3:8]. The catalyst is C(Cl)Cl. The product is [N:1]1([C:12]([O:11][C:7]([CH3:10])([CH3:9])[CH3:8])=[O:13])[CH2:6][CH2:5][NH:4][CH2:3][CH2:2]1. The yield is 0.660. (5) The reactants are [Br:1][CH2:2][C:3]1[C:12]2[C:7](=[CH:8][CH:9]=[CH:10][CH:11]=2)[C:6]([C:13]#N)=[CH:5][CH:4]=1.CC(C[AlH]CC(C)C)C.Cl.[OH2:25]. The catalyst is C1(C)C=CC=CC=1. The product is [Br:1][CH2:2][C:3]1[C:12]2[C:7](=[CH:8][CH:9]=[CH:10][CH:11]=2)[C:6]([CH:13]=[O:25])=[CH:5][CH:4]=1. The yield is 0.880. (6) The reactants are [Cl:1][C:2]1[S:6][C:5]([C:7]([OH:9])=[O:8])=[CH:4][CH:3]=1.S(=O)(=O)(O)O.O.[CH3:16]O. No catalyst specified. The product is [Cl:1][C:2]1[S:6][C:5]([C:7]([O:9][CH3:16])=[O:8])=[CH:4][CH:3]=1. The yield is 0.663. (7) The reactants are [Cl:1][C:2]1[CH:3]=[C:4]([N:8]2[CH:12]=[C:11]([CH:13]=[O:14])[C:10]([CH3:15])=[N:9]2)[CH:5]=[CH:6][CH:7]=1.[CH:16]1([Mg]Br)[CH2:21][CH2:20][CH2:19][CH2:18][CH2:17]1. The catalyst is O1CCCC1. The product is [CH:16]1([CH:13]([C:11]2[C:10]([CH3:15])=[N:9][N:8]([C:4]3[CH:5]=[CH:6][CH:7]=[C:2]([Cl:1])[CH:3]=3)[CH:12]=2)[OH:14])[CH2:21][CH2:20][CH2:19][CH2:18][CH2:17]1. The yield is 0.510. (8) The reactants are Br[C:2]1[C:10]2[CH:9]([CH2:11][N+:12]([O-:14])=[O:13])[O:8][B:7]([OH:15])[C:6]=2[C:5]([O:16][CH2:17][CH3:18])=[CH:4][CH:3]=1.[CH3:19][Sn](C)(C)C. The catalyst is CN(C=O)C.C1C=CC([P]([Pd]([P](C2C=CC=CC=2)(C2C=CC=CC=2)C2C=CC=CC=2)([P](C2C=CC=CC=2)(C2C=CC=CC=2)C2C=CC=CC=2)[P](C2C=CC=CC=2)(C2C=CC=CC=2)C2C=CC=CC=2)(C2C=CC=CC=2)C2C=CC=CC=2)=CC=1. The product is [CH2:17]([O:16][C:5]1[C:6]2[B:7]([OH:15])[O:8][CH:9]([CH2:11][N+:12]([O-:14])=[O:13])[C:10]=2[C:2]([CH3:19])=[CH:3][CH:4]=1)[CH3:18]. The yield is 0.453. (9) The reactants are Br[CH2:2][C:3](=O)[CH2:4][O:5][C:6]1[CH:7]=[C:8]2[C:13](=[CH:14][CH:15]=1)[NH:12][C:11](=[O:16])[CH2:10][CH2:9]2.[Cl:18][C:19]1[CH:20]=[C:21]([NH:26][C:27]([NH2:29])=[S:28])[CH:22]=[CH:23][C:24]=1[Cl:25]. The catalyst is C(O)C. The product is [Cl:18][C:19]1[CH:20]=[C:21]([NH:26][C:27]2[S:28][CH:2]=[C:3]([CH2:4][O:5][C:6]3[CH:7]=[C:8]4[C:13](=[CH:14][CH:15]=3)[NH:12][C:11](=[O:16])[CH2:10][CH2:9]4)[N:29]=2)[CH:22]=[CH:23][C:24]=1[Cl:25]. The yield is 0.240. (10) The reactants are [Cl:1][C:2]1[CH:7]=[CH:6][C:5]([C:8]([CH3:30])([CH3:29])[CH2:9][C:10]([OH:28])([C:24]([F:27])([F:26])[F:25])[CH:11]=[N:12][C:13]2[CH:22]=[CH:21][CH:20]=[C:19]3[C:14]=2[CH:15]=[CH:16][NH:17][C:18]3=[O:23])=[C:4]([O:31]C)[C:3]=1[F:33].B(Br)(Br)Br.C(=O)(O)[O-].[Na+].C(OCC)(=O)C. The catalyst is ClCCl. The product is [Cl:1][C:2]1[CH:7]=[C:6]2[C:5]([C:8]([CH3:29])([CH3:30])[CH2:9][C:10]([OH:28])([C:24]([F:27])([F:25])[F:26])[CH:11]2[NH:12][C:13]2[CH:22]=[CH:21][CH:20]=[C:19]3[C:14]=2[CH:15]=[CH:16][NH:17][C:18]3=[O:23])=[C:4]([OH:31])[C:3]=1[F:33]. The yield is 0.316.